From a dataset of Reaction yield outcomes from USPTO patents with 853,638 reactions. Predict the reaction yield, written as a fraction of the theoretical maximum amount of product (1.0 means a 100% yield; for example, 0.34 means a 34% yield). (1) The reactants are [CH2:1]([O:3][C:4]([C:6]1[NH:7][C:8]([CH3:11])=[CH:9][CH:10]=1)=[O:5])[CH3:2].[CH3:12][O:13][C:14]1[CH:19]=[CH:18][C:17]([CH2:20][C:21](Cl)=[O:22])=[CH:16][CH:15]=1. The catalyst is ClCCCl. The product is [CH2:1]([O:3][C:4]([C:6]1[NH:7][C:8]([CH3:11])=[C:9]([C:21](=[O:22])[CH2:20][C:17]2[CH:18]=[CH:19][C:14]([O:13][CH3:12])=[CH:15][CH:16]=2)[CH:10]=1)=[O:5])[CH3:2]. The yield is 0.720. (2) The reactants are [Cl:1][C:2]1[CH:7]=[CH:6][C:5]([N:8]=[C:9]=[O:10])=[CH:4][C:3]=1[C:11]([F:14])([F:13])[F:12].[NH2:15][C:16]1[CH:35]=[CH:34][C:19]([O:20][C:21]2[CH:26]=[CH:25][N:24]=[C:23]([C:27]([O:29][C:30]([CH3:33])([CH3:32])[CH3:31])=[O:28])[CH:22]=2)=[CH:18][C:17]=1[F:36]. The catalyst is ClCCl. The product is [Cl:1][C:2]1[CH:7]=[CH:6][C:5]([NH:8][C:9](=[O:10])[NH:15][C:16]2[CH:35]=[CH:34][C:19]([O:20][C:21]3[CH:26]=[CH:25][N:24]=[C:23]([C:27]([O:29][C:30]([CH3:32])([CH3:33])[CH3:31])=[O:28])[CH:22]=3)=[CH:18][C:17]=2[F:36])=[CH:4][C:3]=1[C:11]([F:12])([F:13])[F:14]. The yield is 0.800.